Dataset: CYP2C9 inhibition data for predicting drug metabolism from PubChem BioAssay. Task: Regression/Classification. Given a drug SMILES string, predict its absorption, distribution, metabolism, or excretion properties. Task type varies by dataset: regression for continuous measurements (e.g., permeability, clearance, half-life) or binary classification for categorical outcomes (e.g., BBB penetration, CYP inhibition). Dataset: cyp2c9_veith. (1) The drug is CCCNC(=O)OC[C@@H]1O[C@H](CCO/N=C\[C@@H](C)[C@H](OCc2ccccc2)C(C)C)C=C[C@@H]1Oc1ccc(OC)cc1. The result is 0 (non-inhibitor). (2) The drug is C=CCn1c(-c2ccc(Cl)cc2)ccc(C#N)c1=O. The result is 1 (inhibitor). (3) The compound is Cc1ccc(CNC(=O)[C@H]2C[C@@H]2[C@H](NP(=O)(c2ccccc2)c2ccccc2)c2ccccc2)c(F)c1F. The result is 1 (inhibitor). (4) The molecule is Cn1cccc1C(=O)N1CCC2(CC1)CCN(C(c1ccccc1)c1ccccc1)CC2. The result is 0 (non-inhibitor). (5) The drug is Cc1c(C)c2c(c(C)c1O)CC[C@@](C)(C(=O)O)O2. The result is 0 (non-inhibitor).